This data is from Experimentally validated miRNA-target interactions with 360,000+ pairs, plus equal number of negative samples. The task is: Binary Classification. Given a miRNA mature sequence and a target amino acid sequence, predict their likelihood of interaction. (1) The miRNA is hsa-miR-6802-5p with sequence CUAGGUGGGGGGCUUGAAGC. Result: 0 (no interaction). The protein sequence of the target gene is MKFQYKEDHPFEYRKKEGEKIRKKYPDRVPVIVEKAPKARVPDLDKRKYLVPSDLTVGQFYFLIRKRIHLRPEDALFFFVNNTIPPTSATMGQLYEDNHEEDYFLYVAYSDESVYGK. (2) The miRNA is mmu-miR-449b with sequence AGGCAGUGUUGUUAGCUGGC. The protein sequence of the target gene is MTVSGPGTPEPRPATPGASSVEQLRKEGNELFKCGDYGGALAAYTQALGLDATPQDQAVLHRNRAACHLKLEDYDKAETEASKAIEKDGGDVKALYRRSQALEKLGRLDQAVLDLQRCVSLEPKNKVFQEALRNIGGQIQEKVRYMSSTDAKVEQMFQILLDPEEKGTEKKQKASQNLVVLAREDAGAEKIFRSNGVQLLQRLLDMGETDLMLAALRTLVGICSEHQSRTVATLSILGTRRVVSILGVESQAVSLAACHLLQVMFDALKEGVKKGFRGKEGAIIVDPARELKVLISNLLD.... Result: 0 (no interaction).